Dataset: Forward reaction prediction with 1.9M reactions from USPTO patents (1976-2016). Task: Predict the product of the given reaction. (1) Given the reactants [F:1][C:2]1[CH:3]=[CH:4][C:5]([NH:8][NH2:9])=[N:6][CH:7]=1.[CH:10]([N:13]1[CH2:17][CH2:16][CH2:15][C@H:14]1[C:18](O)=[O:19])([CH3:12])[CH3:11].C(Cl)CCl.C1C=CC2N(O)N=NC=2C=1.O, predict the reaction product. The product is: [F:1][C:2]1[CH:3]=[CH:4][C:5]([N:8]([C:18]([C@@H:14]2[CH2:15][CH2:16][CH2:17][N:13]2[CH:10]([CH3:12])[CH3:11])=[O:19])[NH2:9])=[N:6][CH:7]=1. (2) The product is: [C:1]([O:5][C:6]([NH:8][C@H:9]([C:23]([O:25][C:26]([CH3:29])([CH3:28])[CH3:27])=[O:24])[CH2:10][C@H:11]([CH2:19][CH2:20][CH2:21][O:22][S:38]([CH3:37])(=[O:40])=[O:39])[C:12]([O:14][C:15]([CH3:17])([CH3:18])[CH3:16])=[O:13])=[O:7])([CH3:2])([CH3:3])[CH3:4]. Given the reactants [C:1]([O:5][C:6]([NH:8][C@H:9]([C:23]([O:25][C:26]([CH3:29])([CH3:28])[CH3:27])=[O:24])[CH2:10][C@H:11]([CH2:19][CH2:20][CH2:21][OH:22])[C:12]([O:14][C:15]([CH3:18])([CH3:17])[CH3:16])=[O:13])=[O:7])([CH3:4])([CH3:3])[CH3:2].C(N(CC)CC)C.[CH3:37][S:38](Cl)(=[O:40])=[O:39], predict the reaction product. (3) The product is: [CH2:3]([O:4][CH:5]1[C@@H:9]2[CH:10]=[N:11][C:12]3[CH:19]=[CH:18][C:17]([O:20][CH3:21])=[CH:16][C:13]=3[C:14](=[O:15])[N:8]2[CH:7]=[C:6]1[C:38]1[CH:39]=[C:40]2[C:45](=[CH:46][CH:47]=1)[N:44]=[CH:43][CH:42]=[CH:41]2)[CH2:2][CH2:1][O:48][CH:49]1[C@@H:53]2[CH:54]=[N:55][C:56]3[CH:63]=[CH:62][C:61]([O:64][CH3:65])=[CH:60][C:57]=3[C:58](=[O:59])[N:52]2[CH:51]=[C:50]1[C:82]1[CH:83]=[C:84]2[C:89](=[CH:90][CH:91]=1)[N:88]=[CH:87][CH:86]=[CH:85]2. Given the reactants [CH2:1]([O:48][CH:49]1[C@H:53]2[C@H:54](O[Si](C(C)(C)C)(C)C)[N:55](C(OCC(Cl)(Cl)Cl)=O)[C:56]3[CH:63]=[CH:62][C:61]([O:64][CH3:65])=[CH:60][C:57]=3[C:58](=[O:59])[N:52]2[CH:51]=[C:50]1[C:82]1[CH:83]=[C:84]2[C:89](=[CH:90][CH:91]=1)[N:88]=[CH:87][CH:86]=[CH:85]2)[CH2:2][CH2:3][O:4][CH:5]1[C@H:9]2[C@H:10](O[Si](C(C)(C)C)(C)C)[N:11](C(OCC(Cl)(Cl)Cl)=O)[C:12]3[CH:19]=[CH:18][C:17]([O:20][CH3:21])=[CH:16][C:13]=3[C:14](=[O:15])[N:8]2[CH:7]=[C:6]1[C:38]1[CH:39]=[C:40]2[C:45](=[CH:46][CH:47]=1)[N:44]=[CH:43][CH:42]=[CH:41]2, predict the reaction product. (4) Given the reactants I[C:2]1[CH:3]=[CH:4][C:5]2[N:6]([CH:8]=[C:9]([NH:11][C:12]([CH:14]3[CH2:16][CH2:15]3)=[O:13])[N:10]=2)[N:7]=1.[NH2:17][C:18]1[CH:19]=[C:20]([OH:25])[CH:21]=[CH:22][C:23]=1[F:24].C(=O)([O-])[O-].[K+].[K+].CN(C)C=O, predict the reaction product. The product is: [NH2:17][C:18]1[CH:19]=[C:20]([CH:21]=[CH:22][C:23]=1[F:24])[O:25][C:2]1[CH:3]=[CH:4][C:5]2[N:6]([CH:8]=[C:9]([NH:11][C:12]([CH:14]3[CH2:16][CH2:15]3)=[O:13])[N:10]=2)[N:7]=1. (5) Given the reactants P([O:13][CH2:14][CH2:15][N:16]([CH2:21][CH2:22][CH2:23][O:24][C:25]1[CH:34]=[C:33]2[C:28]([C:29]([NH:35][C:36]3[CH:40]=[C:39]([CH2:41][C:42]([NH:44][C:45]4[CH:50]=[CH:49][CH:48]=[C:47]([F:51])[C:46]=4[F:52])=[O:43])[NH:38][N:37]=3)=[N:30][CH:31]=[N:32]2)=[CH:27][C:26]=1[O:53][CH3:54])[CH2:17][CH2:18][O:19][CH3:20])(OC(C)(C)C)(OC(C)(C)C)=O.COCCNCCO, predict the reaction product. The product is: [F:52][C:46]1[C:47]([F:51])=[CH:48][CH:49]=[CH:50][C:45]=1[NH:44][C:42](=[O:43])[CH2:41][C:39]1[NH:38][N:37]=[C:36]([NH:35][C:29]2[C:28]3[C:33](=[CH:34][C:25]([O:24][CH2:23][CH2:22][CH2:21][N:16]([CH2:15][CH2:14][OH:13])[CH2:17][CH2:18][O:19][CH3:20])=[C:26]([O:53][CH3:54])[CH:27]=3)[N:32]=[CH:31][N:30]=2)[CH:40]=1. (6) The product is: [Br:1][CH2:2][CH2:3][CH2:4][CH2:5][CH2:6][CH2:7][CH2:8][CH2:9][O:10][C:11]1[CH:16]=[CH:15][CH:14]=[C:13]([O:19][CH3:18])[CH:12]=1. Given the reactants [Br:1][CH2:2][CH2:3][CH2:4][CH2:5][CH2:6][CH2:7][CH2:8][CH2:9][O:10][C:11]1[CH:16]=[CH:15][CH:14]=[C:13](C)[CH:12]=1.[CH3:18][O:19]C1C=C(O)C=CC=1.BrCCCCCCCCBr.C([O-])([O-])=O.[K+].[K+], predict the reaction product.